Dataset: Forward reaction prediction with 1.9M reactions from USPTO patents (1976-2016). Task: Predict the product of the given reaction. (1) The product is: [CH3:1][O:2][CH2:3][CH2:4][N:5]1[CH2:11][CH2:10][C:9]2[S:12][C:13]([NH:15][C:20]3[CH:25]=[CH:24][CH:23]=[C:22]([CH3:26])[N:21]=3)=[N:14][C:8]=2[C:7]2=[CH:16][NH:17][N:18]=[C:6]12. Given the reactants [CH3:1][O:2][CH2:3][CH2:4][N:5]1[CH2:11][CH2:10][C:9]2[S:12][C:13]([NH2:15])=[N:14][C:8]=2[C:7]2=[CH:16][NH:17][N:18]=[C:6]12.Br[C:20]1[CH:25]=[CH:24][CH:23]=[C:22]([CH3:26])[N:21]=1.CC([O-])(C)C.[Na+].CC1(C)C2C(=C(P(C3C=CC=CC=3)C3C=CC=CC=3)C=CC=2)OC2C(P(C3C=CC=CC=3)C3C=CC=CC=3)=CC=CC1=2, predict the reaction product. (2) The product is: [CH2:7]1[C@H:9]2[C@@H:15]([CH2:14][CH2:12][CH2:11][CH2:10]2)[CH2:16][CH2:17][CH2:19]1. Given the reactants C(OC/C=[C:7](\[CH2:9][CH2:10]/[CH:11]=[C:12](/[CH2:14][CH2:15][CH:16]=[C:17]([CH3:19])C)\C)/C)(=O)C, predict the reaction product. (3) Given the reactants [CH3:1][C:2]1[CH:7]=[C:6]([CH3:8])[NH:5][C:4](=[O:9])[C:3]=1[CH2:10][NH:11][C:12]([C:14]1[C:15]([CH3:36])=[C:16](/[C:19](/[C@H:22]2[CH2:27][CH2:26][C@H:25]([NH:28]C(=O)OC(C)(C)C)[CH2:24][CH2:23]2)=[CH:20]/[CH3:21])[S:17][CH:18]=1)=[O:13].Cl.O1CCOCC1, predict the reaction product. The product is: [NH2:28][C@H:25]1[CH2:24][CH2:23][C@H:22](/[C:19](/[C:16]2[S:17][CH:18]=[C:14]([C:12]([NH:11][CH2:10][C:3]3[C:4](=[O:9])[NH:5][C:6]([CH3:8])=[CH:7][C:2]=3[CH3:1])=[O:13])[C:15]=2[CH3:36])=[CH:20]\[CH3:21])[CH2:27][CH2:26]1. (4) Given the reactants [Cl:1][C:2]1[C:3]([F:12])=[CH:4][C:5]([OH:11])=[C:6]([C:8](=[O:10])[CH3:9])[CH:7]=1.S(=O)(=O)(O)O.[Br:18]N1C(=O)CCC1=O, predict the reaction product. The product is: [Br:18][C:4]1[C:5]([OH:11])=[C:6]([C:8](=[O:10])[CH3:9])[CH:7]=[C:2]([Cl:1])[C:3]=1[F:12]. (5) Given the reactants C(OC(=O)[NH:10][C@@H:11]([CH3:31])[CH2:12][O:13][Si:14]([C:27]([CH3:30])([CH3:29])[CH3:28])([C:21]1[CH:26]=[CH:25][CH:24]=[CH:23][CH:22]=1)[C:15]1[CH:20]=[CH:19][CH:18]=[CH:17][CH:16]=1)C1C=CC=CC=1, predict the reaction product. The product is: [Si:14]([O:13][CH2:12][C@@H:11]([NH2:10])[CH3:31])([C:27]([CH3:29])([CH3:30])[CH3:28])([C:21]1[CH:22]=[CH:23][CH:24]=[CH:25][CH:26]=1)[C:15]1[CH:16]=[CH:17][CH:18]=[CH:19][CH:20]=1. (6) The product is: [Cl:1][C:2]1[CH:40]=[CH:39][C:5]2[NH:6][C:7](=[O:29])[CH:8]([CH2:21][C:22]3[CH:27]=[CH:26][CH:25]=[CH:24][C:23]=3[Cl:28])[N:9]=[C:10]([C:11]3[CH:20]=[CH:19][C:14]4[NH:15][C:16](=[O:18])[NH:17][C:13]=4[CH:12]=3)[C:4]=2[CH:3]=1. Given the reactants [Cl:1][C:2]1[CH:40]=[CH:39][C:5]2[N:6](CC3C=CC(OC)=CC=3)[C:7](=[O:29])[CH:8]([CH2:21][C:22]3[CH:27]=[CH:26][CH:25]=[CH:24][C:23]=3[Cl:28])[N:9]=[C:10]([C:11]3[CH:20]=[CH:19][C:14]4[NH:15][C:16](=[O:18])[NH:17][C:13]=4[CH:12]=3)[C:4]=2[CH:3]=1.[Cl-].[Al+3].[Cl-].[Cl-], predict the reaction product. (7) Given the reactants FC(F)(F)S(O[C:7]1[CH:16]=[CH:15][C:14]2[C:9](=[C:10]([C:17]3[O:18][C:19]4[CH:25]=[CH:24][CH:23]=[CH:22][C:20]=4[CH:21]=3)[CH:11]=[CH:12][N:13]=2)[N:8]=1)(=O)=O.[F:28][C:29]1[CH:34]=[C:33]([F:35])[CH:32]=[CH:31][C:30]=1[NH:36][S:37]([C:40]1[CH:41]=[N:42][CH:43]=[C:44](B2OC(C)(C)C(C)(C)O2)[CH:45]=1)(=[O:39])=[O:38], predict the reaction product. The product is: [O:18]1[C:19]2[CH:25]=[CH:24][CH:23]=[CH:22][C:20]=2[CH:21]=[C:17]1[C:10]1[CH:11]=[CH:12][N:13]=[C:14]2[C:9]=1[N:8]=[C:7]([C:44]1[CH:45]=[C:40]([S:37]([NH:36][C:30]3[CH:31]=[CH:32][C:33]([F:35])=[CH:34][C:29]=3[F:28])(=[O:39])=[O:38])[CH:41]=[N:42][CH:43]=1)[CH:16]=[CH:15]2.